Dataset: Forward reaction prediction with 1.9M reactions from USPTO patents (1976-2016). Task: Predict the product of the given reaction. (1) Given the reactants [C:1]([C:3]1[CH:4]=[N:5][N:6](COCC[Si](C)(C)C)[C:7]=1[C:8]1[CH:9]=[C:10]([CH:15]=[CH:16][C:17]=1[CH3:18])[C:11]([O:13][CH3:14])=[O:12])#[N:2], predict the reaction product. The product is: [C:1]([C:3]1[CH:4]=[N:5][NH:6][C:7]=1[C:8]1[CH:9]=[C:10]([CH:15]=[CH:16][C:17]=1[CH3:18])[C:11]([O:13][CH3:14])=[O:12])#[N:2]. (2) Given the reactants [Cl:1][C:2]1[CH:7]=[CH:6][C:5]([C:8]([N:16]2[C:24]3[C:19](=[C:20]([N:25](COCC[Si](C)(C)C)[S:26]([CH3:29])(=[O:28])=[O:27])[CH:21]=[CH:22][CH:23]=3)[CH:18]=[N:17]2)([CH:11]2[CH2:13][CH:12]2[C:14]#[N:15])[CH2:9][CH3:10])=[CH:4][CH:3]=1, predict the reaction product. The product is: [Cl:1][C:2]1[CH:7]=[CH:6][C:5]([C:8]([N:16]2[C:24]3[C:19](=[C:20]([NH:25][S:26]([CH3:29])(=[O:28])=[O:27])[CH:21]=[CH:22][CH:23]=3)[CH:18]=[N:17]2)([CH:11]2[CH2:13][CH:12]2[C:14]#[N:15])[CH2:9][CH3:10])=[CH:4][CH:3]=1.